From a dataset of Forward reaction prediction with 1.9M reactions from USPTO patents (1976-2016). Predict the product of the given reaction. (1) Given the reactants [Cl:1][C:2]1[N:11]=[C:10](Cl)[C:9]2[C:4](=[CH:5][CH:6]=[C:7]([N+]([O-])=O)[CH:8]=2)[N:3]=1.[CH3:16][N:17]([CH3:26])[C:18]1[CH:23]=[CH:22][C:21]([NH:24][CH3:25])=[CH:20][CH:19]=1, predict the reaction product. The product is: [Cl:1][C:2]1[N:11]=[C:10]([N:24]([C:21]2[CH:22]=[CH:23][C:18]([N:17]([CH3:16])[CH3:26])=[CH:19][CH:20]=2)[CH3:25])[C:9]2[C:4](=[CH:5][CH:6]=[CH:7][CH:8]=2)[N:3]=1. (2) Given the reactants [NH2:1][C:2]1[N:7]=[CH:6][C:5]([Br:8])=[CH:4][N:3]=1.Br[CH2:10][C:11]([C:13]1[CH:18]=[CH:17][C:16]([C:19]2[O:23][CH:22]=[N:21][CH:20]=2)=[CH:15][CH:14]=1)=O, predict the reaction product. The product is: [Br:8][C:5]1[CH:4]=[N:3][C:2]2[N:7]([CH:10]=[C:11]([C:13]3[CH:18]=[CH:17][C:16]([C:19]4[O:23][CH:22]=[N:21][CH:20]=4)=[CH:15][CH:14]=3)[N:1]=2)[CH:6]=1. (3) Given the reactants [NH2:1][C:2]([C:4]1[CH:5]=[N:6][C:7]2[C:12]([C:13]=1[NH:14][C:15]1[CH:16]=[C:17]([CH:23]=[CH:24][CH:25]=1)[C:18]([O:20]CC)=[O:19])=[CH:11][CH:10]=[C:9](Cl)[CH:8]=2)=[O:3].[C:27](=[O:30])([O-])[O-].[K+].[K+], predict the reaction product. The product is: [NH2:1][C:2]([C:4]1[CH:5]=[N:6][C:7]2[C:12]([C:13]=1[NH:14][C:15]1[CH:16]=[C:17]([CH:23]=[CH:24][CH:25]=1)[C:18]([OH:20])=[O:19])=[CH:11][CH:10]=[C:9]([C:4]1[C:5]([O:30][CH3:27])=[N:6][CH:7]=[CH:12][CH:13]=1)[CH:8]=2)=[O:3].